Dataset: Antibody developability classification from SAbDab with 2,409 antibodies. Task: Regression/Classification. Given an antibody's heavy chain and light chain sequences, predict its developability. TAP uses regression for 5 developability metrics; SAbDab uses binary classification. The antibody is ['QVQLVQSGSELKKPGASVKVSCKASGYTFTDYSMRWVRQAPGQGLEWMGWINTETGSPTYADDFKGRFVFSLDTSVSTAYLQISSLKAEDTAVYYCARGFAYWGQGTLVTVSS', 'QTVVTQEPSLTVSPGGTVTLTCRSSTGAVTTSNYANWVQQKPGQAFRGLIGDTNNRAPWTPARFSGSLLGGKAALTLSGVQPEDEAEYYCALWYSNHFIFGSGTKVTVL']. Result: 0 (not developable).